Dataset: Full USPTO retrosynthesis dataset with 1.9M reactions from patents (1976-2016). Task: Predict the reactants needed to synthesize the given product. (1) Given the product [CH2:38]([C:7]1[C:15]2[N:14]=[C:13]([CH2:16][O:17][C:18]3[CH:23]=[CH:22][C:21]([Cl:24])=[CH:20][CH:19]=3)[N:12]([S:25]([C:28]([F:29])([F:31])[F:30])(=[O:26])=[O:27])[C:11]=2[CH:10]=[CH:9][CH:8]=1)[CH:37]=[CH2:36], predict the reactants needed to synthesize it. The reactants are: FC(F)(F)S(O[C:7]1[C:15]2[N:14]=[C:13]([CH2:16][O:17][C:18]3[CH:23]=[CH:22][C:21]([Cl:24])=[CH:20][CH:19]=3)[N:12]([S:25]([C:28]([F:31])([F:30])[F:29])(=[O:27])=[O:26])[C:11]=2[CH:10]=[CH:9][CH:8]=1)(=O)=O.[Cl-].[Li+].[CH2:36]([Sn](CCCC)(CCCC)CCCC)[CH:37]=[CH2:38]. (2) Given the product [CH2:17]([N:19]1[C:23]([C:2]2[CH:3]=[C:4]([C:7]([O:9][CH3:10])=[O:8])[O:5][CH:6]=2)=[CH:22][CH:21]=[N:20]1)[CH3:18], predict the reactants needed to synthesize it. The reactants are: Br[C:2]1[CH:3]=[C:4]([C:7]([O:9][CH3:10])=[O:8])[O:5][CH:6]=1.C([O-])([O-])=O.[Na+].[Na+].[CH2:17]([N:19]1[C:23](B2OC(C)(C)C(C)(C)O2)=[CH:22][CH:21]=[N:20]1)[CH3:18]. (3) Given the product [CH3:3][C:4]1[C:12]2[C:7](=[CH:8][CH:9]=[C:10]([C:13]([OH:15])=[O:14])[CH:11]=2)[NH:6][N:5]=1, predict the reactants needed to synthesize it. The reactants are: [OH-].[Na+].[CH3:3][C:4]1[C:12]2[C:7](=[CH:8][CH:9]=[C:10]([C:13]([O:15]C)=[O:14])[CH:11]=2)[NH:6][N:5]=1. (4) Given the product [Cl:1][C:2]1[CH:3]=[C:4]([S:10]([N:13]([CH2:29][C:30]([OH:32])=[O:31])[C:14]2[CH:15]=[CH:16][C:17]3[N:18]([CH2:27][CH3:28])[C:19]4[C:24]([C:25]=3[CH:26]=2)=[CH:23][CH:22]=[CH:21][CH:20]=4)(=[O:12])=[O:11])[CH:5]=[C:6]([CH2:8][CH3:9])[CH:7]=1, predict the reactants needed to synthesize it. The reactants are: [Cl:1][C:2]1[CH:3]=[C:4]([S:10]([N:13]([CH2:29][C:30]([OH:32])=[O:31])[C:14]2[CH:15]=[CH:16][C:17]3[N:18]([CH2:27][CH3:28])[C:19]4[C:24]([C:25]=3[CH:26]=2)=[CH:23][CH:22]=[CH:21][CH:20]=4)(=[O:12])=[O:11])[CH:5]=[C:6]([C:8]#[CH:9])[CH:7]=1.[H][H].